From a dataset of Peptide-MHC class II binding affinity with 134,281 pairs from IEDB. Regression. Given a peptide amino acid sequence and an MHC pseudo amino acid sequence, predict their binding affinity value. This is MHC class II binding data. (1) The peptide sequence is KPTAAGPKDNGGACG. The binding affinity (normalized) is 0. The MHC is DRB1_0301 with pseudo-sequence DRB1_0301. (2) The peptide sequence is QNSLSTEWSACSVT. The MHC is DRB1_0401 with pseudo-sequence DRB1_0401. The binding affinity (normalized) is 0.172. (3) The peptide sequence is QKLLLEEGVPSHIMS. The MHC is DRB1_0701 with pseudo-sequence DRB1_0701. The binding affinity (normalized) is 0.667. (4) The peptide sequence is THSWEYWGAQLNAMK. The MHC is DRB4_0101 with pseudo-sequence DRB4_0103. The binding affinity (normalized) is 0.181. (5) The peptide sequence is DVKFPGGPQIVGGVY. The MHC is HLA-DQA10501-DQB10301 with pseudo-sequence HLA-DQA10501-DQB10301. The binding affinity (normalized) is 0.703. (6) The peptide sequence is KIIGGIGGFVKVRQYDQIPI. The MHC is DRB1_0401 with pseudo-sequence DRB1_0401. The binding affinity (normalized) is 0.119. (7) The peptide sequence is TVLKQLVKSGVLAMS. The MHC is HLA-DPA10201-DPB10101 with pseudo-sequence HLA-DPA10201-DPB10101. The binding affinity (normalized) is 0.371. (8) The peptide sequence is EALIHQLKINPYVLS. The MHC is DRB1_1501 with pseudo-sequence DRB1_1501. The binding affinity (normalized) is 0.770. (9) The peptide sequence is LAAMDGGGFYADDTA. The MHC is DRB1_0701 with pseudo-sequence DRB1_0701. The binding affinity (normalized) is 0.379.